Dataset: TCR-epitope binding with 47,182 pairs between 192 epitopes and 23,139 TCRs. Task: Binary Classification. Given a T-cell receptor sequence (or CDR3 region) and an epitope sequence, predict whether binding occurs between them. (1) The epitope is RAKFKQLL. Result: 1 (the TCR binds to the epitope). The TCR CDR3 sequence is CASSSSSGASYNEQFF. (2) The epitope is IPSINVHHY. Result: 1 (the TCR binds to the epitope). The TCR CDR3 sequence is CSVMRGEHDEQYF. (3) The epitope is LLWNGPMAV. The TCR CDR3 sequence is CASSSVDRTILGGYTF. Result: 0 (the TCR does not bind to the epitope). (4) The epitope is SEISMDNSPNL. The TCR CDR3 sequence is CASSYSNRDWEQYF. Result: 1 (the TCR binds to the epitope). (5) The epitope is KAYNVTQAF. The TCR CDR3 sequence is CASSFDRETEAFF. Result: 1 (the TCR binds to the epitope). (6) The epitope is ISDYDYYRY. The TCR CDR3 sequence is CASSYTGSAFEQYF. Result: 1 (the TCR binds to the epitope).